From a dataset of Reaction yield outcomes from USPTO patents with 853,638 reactions. Predict the reaction yield, written as a fraction of the theoretical maximum amount of product (1.0 means a 100% yield; for example, 0.34 means a 34% yield). (1) The reactants are N1(CCC[O:9][C:10]2[CH:15]=[CH:14][C:13]([C:16]3([C:22]#[N:23])[CH2:21][CH2:20][O:19][CH2:18][CH2:17]3)=[CH:12][CH:11]=2)CCCC1.Cl[CH2:25][CH2:26][CH2:27][N:28]1[CH2:33][CH2:32][CH:31]([OH:34])[CH2:30][CH2:29]1.C([O-])([O-])=O.[K+].[K+]. The catalyst is CN(C=O)C. The product is [OH:34][CH:31]1[CH2:32][CH2:33][N:28]([CH2:27][CH2:26][CH2:25][O:9][C:10]2[CH:15]=[CH:14][C:13]([C:16]3([C:22]#[N:23])[CH2:21][CH2:20][O:19][CH2:18][CH2:17]3)=[CH:12][CH:11]=2)[CH2:29][CH2:30]1. The yield is 0.610. (2) The reactants are BrC1C=C[C:5](NCC(OC)=O)=[N:6]C=1.[Cl:14][C:15]1[CH:16]=[CH:17][CH:18]=[C:19]2[C:23]=1[NH:22][CH:21]=[C:20]2[CH:24]=O.CN1C2C(=CC=CC=2)C(C)=C1C=O. No catalyst specified. The product is [Cl:14][C:15]1[CH:16]=[CH:17][CH:18]=[C:19]2[C:23]=1[NH:22][CH:21]=[C:20]2[CH2:24][NH:6][CH3:5]. The yield is 0.920.